Task: Predict the reactants needed to synthesize the given product.. Dataset: Full USPTO retrosynthesis dataset with 1.9M reactions from patents (1976-2016) Given the product [CH2:1]([O:8][C:9]([NH:11][C@@H:12]([CH2:16][C:17]1[CH:22]=[CH:21][C:20]([C:23]2[N:24]=[CH:25][C:26]([C:29]3[CH:30]=[CH:31][C:32]([O:35][CH2:36][CH2:37][CH2:38][CH2:39][CH2:40][CH2:41][CH3:42])=[CH:33][CH:34]=3)=[CH:27][N:28]=2)=[CH:19][CH:18]=1)[C:13]([NH:44][C@@H:45]([C:46]([O:48][C:49]([CH3:52])([CH3:51])[CH3:50])=[O:47])[CH3:53])=[O:14])=[O:10])[C:2]1[CH:3]=[CH:4][CH:5]=[CH:6][CH:7]=1, predict the reactants needed to synthesize it. The reactants are: [CH2:1]([O:8][C:9]([NH:11][C@@H:12]([CH2:16][C:17]1[CH:22]=[CH:21][C:20]([C:23]2[N:28]=[CH:27][C:26]([C:29]3[CH:34]=[CH:33][C:32]([O:35][CH2:36][CH2:37][CH2:38][CH2:39][CH2:40][CH2:41][CH3:42])=[CH:31][CH:30]=3)=[CH:25][N:24]=2)=[CH:19][CH:18]=1)[C:13](O)=[O:14])=[O:10])[C:2]1[CH:7]=[CH:6][CH:5]=[CH:4][CH:3]=1.Cl.[NH2:44][C@H:45]([CH3:53])[C:46]([O:48][C:49]([CH3:52])([CH3:51])[CH3:50])=[O:47].CN(C(ON1N=NC2C=CC=NC1=2)=[N+](C)C)C.F[P-](F)(F)(F)(F)F.